From a dataset of Experimentally validated miRNA-target interactions with 360,000+ pairs, plus equal number of negative samples. Binary Classification. Given a miRNA mature sequence and a target amino acid sequence, predict their likelihood of interaction. The miRNA is hsa-miR-625-3p with sequence GACUAUAGAACUUUCCCCCUCA. The protein sequence of the target gene is MSGSFDRKLSSILTDISSSLSCHAGSKDSPTLPESSVTDLGYYSAPQHDYYSGQPYGQTVNPYTYHHQFNLNGLAGTGAYSPKSEYTYGASYRQYGAYREQPLPAQDPVSVKEEPEAEVRMVNGKPKKVRKPRTIYSSYQLAALQRRFQKAQYLALPERAELAAQLGLTQTQVKIWFQNRRSKFKKLYKNGEVPLEHSPNNSDSMACNSPPSPALWDTSSHSTPAPARSQLPPPLPYSASPSYLDDPTNSWYHAQNLSGPHLQQQPPQPATLHHASPGPPPNPGAVY. Result: 0 (no interaction).